This data is from Full USPTO retrosynthesis dataset with 1.9M reactions from patents (1976-2016). The task is: Predict the reactants needed to synthesize the given product. (1) Given the product [Cl:9][CH2:10][C:11]1[CH:16]=[CH:15][N:14]=[C:13]([NH:17][C:4](=[O:5])[C:3]([O:2][CH3:1])([CH3:8])[CH3:7])[CH:12]=1, predict the reactants needed to synthesize it. The reactants are: [CH3:1][O:2][C:3]([CH3:8])([CH3:7])[C:4](Cl)=[O:5].[Cl:9][CH2:10][C:11]1[CH:16]=[CH:15][N:14]=[C:13]([NH2:17])[CH:12]=1. (2) Given the product [C:1]([O:5][C:6](=[O:27])[NH:7][C@H:8]([C:12]1[CH:17]=[CH:16][N:15]=[C:14]([C:18]2[N:22]([CH:23]([F:25])[F:24])[N:21]=[CH:20][C:19]=2[NH:26][C:30](=[O:31])[C@H:29]([CH3:28])[CH:33]=[CH2:34])[CH:13]=1)[CH2:9][CH:10]=[CH2:11])([CH3:2])([CH3:3])[CH3:4], predict the reactants needed to synthesize it. The reactants are: [C:1]([O:5][C:6](=[O:27])[NH:7][C@H:8]([C:12]1[CH:17]=[CH:16][N:15]=[C:14]([C:18]2[N:22]([CH:23]([F:25])[F:24])[N:21]=[CH:20][C:19]=2[NH2:26])[CH:13]=1)[CH2:9][CH:10]=[CH2:11])([CH3:4])([CH3:3])[CH3:2].[CH3:28][C@H:29]([CH:33]=[CH2:34])[C:30](O)=[O:31].N1C=CC=CC=1. (3) Given the product [CH:21]1([NH:24][C:18]([CH:16]2[CH2:17][CH:14]([NH:13][C@@H:11]([C:1]3[C:10]4[C:5](=[CH:6][CH:7]=[CH:8][CH:9]=4)[CH:4]=[CH:3][CH:2]=3)[CH3:12])[CH2:15]2)=[O:20])[CH2:23][CH2:22]1, predict the reactants needed to synthesize it. The reactants are: [C:1]1([C@H:11]([NH:13][CH:14]2[CH2:17][CH:16]([C:18]([OH:20])=O)[CH2:15]2)[CH3:12])[C:10]2[C:5](=[CH:6][CH:7]=[CH:8][CH:9]=2)[CH:4]=[CH:3][CH:2]=1.[CH:21]1([NH2:24])[CH2:23][CH2:22]1. (4) Given the product [Si:15]([O:22][CH2:23][C@@H:24]([NH:25][S@:26]([C:28]([CH3:31])([CH3:30])[CH3:29])=[O:27])[C:11]#[C:10][CH:12]1[CH2:14][CH2:13]1)([C:18]([CH3:21])([CH3:20])[CH3:19])([CH3:17])[CH3:16], predict the reactants needed to synthesize it. The reactants are: C([Mg]Br)C.CCOCC.[C:10]([CH:12]1[CH2:14][CH2:13]1)#[CH:11].[Si:15]([O:22][CH2:23]/[CH:24]=[N:25]/[S@:26]([C:28]([CH3:31])([CH3:30])[CH3:29])=[O:27])([C:18]([CH3:21])([CH3:20])[CH3:19])([CH3:17])[CH3:16]. (5) The reactants are: [CH2:1]([O:3][C:4]([C:6]1([NH2:15])[CH2:14][C:13]2[C:8](=[CH:9][CH:10]=[CH:11][CH:12]=2)[CH2:7]1)=[O:5])[CH3:2].CN(C(ON1N=N[C:26]2[CH:27]=[CH:28][CH:29]=N[C:25]1=2)=[N+](C)C)C.F[P-](F)(F)(F)(F)F.CCN([CH:46]([CH3:48])[CH3:47])C(C)C. Given the product [CH2:1]([O:3][C:4]([C:6]1([NH:15][C:1](=[O:3])[CH:2]([CH:25]2[CH2:26][CH2:27][CH2:28][CH2:29]2)[C:47]2[CH:46]=[CH:48][CH:7]=[CH:6][CH:4]=2)[CH2:14][C:13]2[C:8](=[CH:9][CH:10]=[CH:11][CH:12]=2)[CH2:7]1)=[O:5])[CH3:2], predict the reactants needed to synthesize it.